Dataset: Reaction yield outcomes from USPTO patents with 853,638 reactions. Task: Predict the reaction yield, written as a fraction of the theoretical maximum amount of product (1.0 means a 100% yield; for example, 0.34 means a 34% yield). (1) The reactants are [NH2:1][C:2]1[S:3][CH:4]=[C:5]([C:7]2[O:8][CH:9]=[CH:10][CH:11]=2)[N:6]=1.[Br:12]N1C(=O)CCC1=O.O. The catalyst is C(Cl)(Cl)Cl. The product is [NH2:1][C:2]1[S:3][C:4]([Br:12])=[C:5]([C:7]2[O:8][CH:9]=[CH:10][CH:11]=2)[N:6]=1. The yield is 0.900. (2) The product is [CH2:10]1[CH:9]2[N:8]([CH2:16][CH2:15][C:14](=[O:27])[CH2:13]2)[CH2:12][CH2:11]1. The yield is 0.650. The catalyst is CO. The reactants are C(OC([N:8]1[CH2:12][CH2:11][CH2:10][CH:9]1[CH2:13][C:14](=[O:27])[CH2:15][CH2:16]S(C1C=CC(C)=CC=1)(=O)=O)=O)(C)(C)C.Cl.O1CCOCC1. (3) The reactants are Cl[C:2]1[N:11]=[CH:10][C:9]2[C:4](=[CH:5][CH:6]=[C:7]([O:12][CH3:13])[CH:8]=2)[N:3]=1.[NH:14]1[CH2:19][CH2:18][CH:17]([C:20]([O:22][CH3:23])=[O:21])[CH2:16][CH2:15]1.CCN(CC)CC. The catalyst is CC(O)C.CCOC(C)=O. The product is [CH3:13][O:12][C:7]1[CH:8]=[C:9]2[C:4](=[CH:5][CH:6]=1)[N:3]=[C:2]([N:14]1[CH2:19][CH2:18][CH:17]([C:20]([O:22][CH3:23])=[O:21])[CH2:16][CH2:15]1)[N:11]=[CH:10]2. The yield is 0.730. (4) The product is [C:16]1([N:14]2[CH:15]=[C:11]([C:9]([NH:8][CH2:7][CH2:6][C:5]([OH:26])=[O:4])=[O:10])[C:12]([C:22]([F:24])([F:25])[F:23])=[N:13]2)[CH:17]=[CH:18][CH:19]=[CH:20][CH:21]=1. The catalyst is C1COCC1.CO.O. The reactants are [OH-].[Na+].C[O:4][C:5](=[O:26])[CH2:6][CH2:7][NH:8][C:9]([C:11]1[C:12]([C:22]([F:25])([F:24])[F:23])=[N:13][N:14]([C:16]2[CH:21]=[CH:20][CH:19]=[CH:18][CH:17]=2)[CH:15]=1)=[O:10]. The yield is 0.980. (5) The reactants are [NH2:1][C:2]1[C:7]([C:8]([C:10]2[CH:11]=[N:12][C:13](F)=[CH:14][CH:15]=2)=[O:9])=[CH:6][C:5](Br)=[CH:4][N:3]=1.[Cl-].[NH4+].C([N:22](CC)CC)C.[CH3:27][O:28][C:29]1[CH:30]=[C:31](B(O)O)[CH:32]=[CH:33][C:34]=1[O:35][CH3:36].C(=O)([O-])[O-].[Na+].[Na+]. The catalyst is C(O)C.O.Cl[Pd-2](Cl)(P(C1C=CC=CC=1)(C1C=CC=CC=1)C1C=CC=CC=1)P(C1C=CC=CC=1)(C1C=CC=CC=1)C1C=CC=CC=1.C(#N)C. The product is [NH2:1][C:2]1[C:7]([C:8]([C:10]2[CH:11]=[N:12][C:13]([NH2:22])=[CH:14][CH:15]=2)=[O:9])=[CH:6][C:5]([C:32]2[CH:31]=[CH:30][C:29]([O:28][CH3:27])=[C:34]([O:35][CH3:36])[CH:33]=2)=[CH:4][N:3]=1. The yield is 0.310. (6) The reactants are [Cl:1][C:2]1[CH:7]=[CH:6][C:5]([C:8](=[CH2:13])[C:9]([O:11][CH3:12])=[O:10])=[CH:4][CH:3]=1.[CH:14]([NH2:17])([CH3:16])[CH3:15].[CH3:18][C:19]([O:22][C:23](O[C:23]([O:22][C:19]([CH3:21])([CH3:20])[CH3:18])=[O:24])=[O:24])([CH3:21])[CH3:20]. The catalyst is C1COCC1. The product is [C:19]([O:22][C:23]([N:17]([CH:14]([CH3:16])[CH3:15])[CH2:13][CH:8]([C:5]1[CH:4]=[CH:3][C:2]([Cl:1])=[CH:7][CH:6]=1)[C:9]([O:11][CH3:12])=[O:10])=[O:24])([CH3:21])([CH3:20])[CH3:18]. The yield is 0.940. (7) The yield is 0.750. The product is [F:49][C:40]1[CH:41]=[CH:42][C:43]([O:45][CH2:46][CH2:47][CH3:48])=[C:44]2[C:39]=1[C:38](=[O:50])[C:37]([C:51]1[CH:52]=[CH:53][C:54]([O:57][CH3:58])=[CH:55][CH:56]=1)=[CH:36][N:35]2[CH2:34][CH2:33][NH:32][C:12]([C@@H:9]([NH:8][C:6](=[O:7])[O:5][C:1]([CH3:2])([CH3:3])[CH3:4])[CH2:10][OH:11])=[O:14]. The reactants are [C:1]([O:5][C:6]([NH:8][C@H:9]([C:12]([OH:14])=O)[CH2:10][OH:11])=[O:7])([CH3:4])([CH3:3])[CH3:2].C(N(CC)CC)C.P(C#N)(=O)(OCC)OCC.[NH2:32][CH2:33][CH2:34][N:35]1[C:44]2[C:39](=[C:40]([F:49])[CH:41]=[CH:42][C:43]=2[O:45][CH2:46][CH2:47][CH3:48])[C:38](=[O:50])[C:37]([C:51]2[CH:56]=[CH:55][C:54]([O:57][CH3:58])=[CH:53][CH:52]=2)=[CH:36]1. The catalyst is O.CN(C=O)C.